The task is: Predict the reaction yield, written as a fraction of the theoretical maximum amount of product (1.0 means a 100% yield; for example, 0.34 means a 34% yield).. This data is from Reaction yield outcomes from USPTO patents with 853,638 reactions. (1) The reactants are [CH2:1]([Mg]Br)[CH3:2].FC(F)(F)C(O)=O.[Cl:12][C:13]1[N:14]=[CH:15][N:16]([C:18]2[CH:23]=[CH:22][C:21]([NH:24][C:25]3[N:42]=[C:28]4[CH:29]([C:35]5[CH:40]=[CH:39][C:38]([F:41])=[CH:37][CH:36]=5)[CH2:30][C:31](=[O:34])[CH2:32][CH2:33][N:27]4[N:26]=3)=[CH:20][C:19]=2[O:43][CH3:44])[CH:17]=1.C(O)(C(F)(F)F)=O. The catalyst is C1COCC1.[Cu]I. The product is [Cl:12][C:13]1[N:14]=[CH:15][N:16]([C:18]2[CH:23]=[CH:22][C:21]([NH:24][C:25]3[N:42]=[C:28]4[CH:29]([C:35]5[CH:40]=[CH:39][C:38]([F:41])=[CH:37][CH:36]=5)[CH2:30][C:31]([CH2:1][CH3:2])([OH:34])[CH2:32][CH2:33][N:27]4[N:26]=3)=[CH:20][C:19]=2[O:43][CH3:44])[CH:17]=1. The yield is 0.100. (2) The reactants are [Cl:1][C:2]1[CH:10]=[C:9]2[C:5]([CH2:6][C:7](=[O:11])[NH:8]2)=[CH:4][CH:3]=1.[CH:12](=O)[C:13]1[CH:18]=[CH:17][CH:16]=[N:15][CH:14]=1.N1CCCCC1. The catalyst is CO. The product is [Cl:1][C:2]1[CH:10]=[C:9]2[C:5](/[C:6](=[CH:12]/[C:13]3[CH:14]=[N:15][CH:16]=[CH:17][CH:18]=3)/[C:7](=[O:11])[NH:8]2)=[CH:4][CH:3]=1. The yield is 0.750. (3) The reactants are Cl.[CH3:2][O:3][CH:4]1[CH2:7][NH:6][CH2:5]1.BrCCC[C:12]12[CH:22]=[CH:21][CH:20]=[CH:19][CH:13]1[C:14]([NH:16][C:17]2=[O:18])=[O:15].C([O-])([O-])=O.[K+].[K+].[CH2:29]1[CH2:33]OC[CH2:30]1. No catalyst specified. The product is [CH3:2][O:3][CH:4]1[CH2:7][N:6]([CH2:30][CH2:29][CH2:33][N:16]2[C:14](=[O:15])[C:13]3[C:12](=[CH:22][CH:21]=[CH:20][CH:19]=3)[C:17]2=[O:18])[CH2:5]1. The yield is 0.650.